Dataset: Reaction yield outcomes from USPTO patents with 853,638 reactions. Task: Predict the reaction yield, written as a fraction of the theoretical maximum amount of product (1.0 means a 100% yield; for example, 0.34 means a 34% yield). (1) The reactants are [OH-].[Na+].C([O:5][C:6]([C:8]1[N:9]([CH2:18][C:19]2[CH:24]=[C:23]([C:25]([CH3:28])([CH3:27])[CH3:26])[CH:22]=[CH:21][C:20]=2[O:29][CH3:30])[C:10]2[C:15]([CH:16]=1)=[CH:14][C:13]([Cl:17])=[CH:12][CH:11]=2)=[O:7])C. The catalyst is C(O)C. The product is [C:25]([C:23]1[CH:22]=[CH:21][C:20]([O:29][CH3:30])=[C:19]([CH:24]=1)[CH2:18][N:9]1[C:10]2[C:15](=[CH:14][C:13]([Cl:17])=[CH:12][CH:11]=2)[CH:16]=[C:8]1[C:6]([OH:7])=[O:5])([CH3:28])([CH3:26])[CH3:27]. The yield is 0.980. (2) The reactants are N[C:2]1[CH:3]=[C:4]([C:8]#[C:9][C:10]2[N:11]([CH2:23][CH3:24])[C:12]3[C:17]([C:18]=2[C:19]#[N:20])=[CH:16][CH:15]=[C:14]([O:21][CH3:22])[CH:13]=3)[CH:5]=[CH:6][CH:7]=1.[CH3:25][P:26](Cl)([CH3:28])=[O:27].[N:30]1C=CC=CC=1. The catalyst is C1COCC1.CCOC(C)=O. The product is [C:19]([C:18]1[C:17]2[C:12](=[CH:13][C:14]([O:21][CH3:22])=[CH:15][CH:16]=2)[N:11]([CH2:23][CH3:24])[C:10]=1[C:9]#[C:8][C:4]1[CH:5]=[CH:6][C:7]([NH:30][P:26]([CH3:28])([CH3:25])=[O:27])=[CH:2][CH:3]=1)#[N:20]. The yield is 0.520. (3) The reactants are C([O-])([O-])=O.[Cs+].[Cs+].O=C1CCCCC1C(OCC)=O.[Cl:19][C:20]1[CH:25]=[C:24]([N+:26]([O-:28])=[O:27])[CH:23]=[C:22]([Cl:29])[C:21]=1I.[F:31][C:32]([F:36])([F:35])[CH2:33][OH:34]. The catalyst is CS(C)=O.CC(=O)OCC. The product is [Cl:19][C:20]1[CH:25]=[C:24]([N+:26]([O-:28])=[O:27])[CH:23]=[C:22]([Cl:29])[C:21]=1[O:34][CH2:33][C:32]([F:36])([F:35])[F:31]. The yield is 0.126. (4) The reactants are [Cl:1][S:2]([N:5]=[C:6]=[O:7])(=[O:4])=[O:3].[C:8]([OH:12])([CH3:11])([CH3:10])[CH3:9]. The catalyst is C1C=CC=CC=1. The product is [Cl:1][S:2]([NH:5][C:6](=[O:7])[O:12][C:8]([CH3:11])([CH3:10])[CH3:9])(=[O:4])=[O:3]. The yield is 0.860. (5) The reactants are [OH:1][C:2]1[CH:3]=[C:4]([C:8]#[C:9][C:10]2[CH:11]=[C:12]([C:16]([N:18]=[S@:19]([CH2:27][C:28]([O:30]CC)=O)([C:21]3[CH:26]=[CH:25][CH:24]=[CH:23][CH:22]=3)=[O:20])=[O:17])[CH:13]=[N:14][CH:15]=2)[CH:5]=[CH:6][CH:7]=1.[CH2:33]([N:35]([CH2:39][CH3:40])[CH2:36][CH2:37][NH2:38])[CH3:34]. The catalyst is CO. The product is [CH2:33]([N:35]([CH2:39][CH3:40])[CH2:36][CH2:37][NH:38][C:28](=[O:30])[CH2:27][S@:19](=[O:20])([C:21]1[CH:22]=[CH:23][CH:24]=[CH:25][CH:26]=1)=[N:18][C:16](=[O:17])[C:12]1[CH:11]=[C:10]([C:9]#[C:8][C:4]2[CH:5]=[CH:6][CH:7]=[C:2]([OH:1])[CH:3]=2)[CH:15]=[N:14][CH:13]=1)[CH3:34]. The yield is 0.590. (6) The reactants are Cl[CH2:2][CH2:3][C:4]12[CH2:10][CH:7]([CH2:8][CH2:9]1)[CH:6]=[CH:5]2.CS(C)=O.[C-:15]#[N:16].[Na+]. The catalyst is CC(OC)(C)C. The product is [C:15]([CH2:2][CH2:3][C:4]12[CH2:10][CH:7]([CH2:8][CH2:9]1)[CH:6]=[CH:5]2)#[N:16]. The yield is 0.995. (7) The reactants are C(OC([N:8]1[CH2:12][CH2:11][CH2:10][CH:9]1[CH2:13][O:14][C:15]1[CH:20]=[CH:19][C:18]([CH3:21])=[CH:17][C:16]=1[C:22]([C:24]1[CH:29]=[CH:28][CH:27]=[CH:26][CH:25]=1)=[CH2:23])=O)(C)(C)C.FC(F)(F)C(O)=O.CC(OC)(C)C.C1CCCCC1.C(O)C.C(NC(C)C)(C)C. The catalyst is C(Cl)Cl. The product is [CH3:21][C:18]1[CH:19]=[CH:20][C:15]([O:14][CH2:13][CH:9]2[CH2:10][CH2:11][CH2:12][NH:8]2)=[C:16]([C:22]([C:24]2[CH:29]=[CH:28][CH:27]=[CH:26][CH:25]=2)=[CH2:23])[CH:17]=1. The yield is 1.00. (8) The reactants are Br[C:2]1[C:15]([CH3:16])=[CH:14][C:5]([O:6][Si:7]([C:10]([CH3:13])([CH3:12])[CH3:11])([CH3:9])[CH3:8])=[CH:4][C:3]=1[CH3:17].CCCCCC.C([Li])CCC.[B:29](OC(C)C)([O:34]C(C)C)[O:30]C(C)C.Cl. The catalyst is O1CCCC1. The product is [Si:7]([O:6][C:5]1[CH:14]=[C:15]([CH3:16])[C:2]([B:29]([OH:34])[OH:30])=[C:3]([CH3:17])[CH:4]=1)([C:10]([CH3:13])([CH3:12])[CH3:11])([CH3:9])[CH3:8]. The yield is 0.530. (9) The reactants are Cl[C:2]1[CH:3]=[C:4]2[C:9](=[CH:10][N:11]=1)[NH:8][CH2:7][CH2:6][CH2:5]2.[CH3:12][N:13]1[CH:17]=[C:16](B2OC(C)(C)C(C)(C)O2)[CH:15]=[N:14]1.C([O-])([O-])=O.[Na+].[Na+].C1(P(C2CCCCC2)C2C=CC=CC=2C2C(C(C)C)=CC(C(C)C)=CC=2C(C)C)CCCCC1. The catalyst is O1CCOCC1.O.CC(C1C=C(C(C)C)C(C2C=CC=C(P(C3CCCCC3)C3CCCCC3)C=2)=C(C(C)C)C=1)C.C1C=[C-]C(C2C(N)=CC=CC=2)=CC=1.Cl[Pd+]. The product is [CH3:12][N:13]1[CH:17]=[C:16]([C:2]2[CH:3]=[C:4]3[C:9](=[CH:10][N:11]=2)[NH:8][CH2:7][CH2:6][CH2:5]3)[CH:15]=[N:14]1. The yield is 0.790. (10) The product is [ClH:23].[CH3:1][O:2][C:3]1[CH:8]=[CH:7][CH:6]=[CH:5][C:4]=1[CH:9]([CH3:39])[CH2:10][N:11]([CH2:24][CH2:25][CH2:26][O:27][C:28]1[CH2:29][C:30](=[CH:34][C:35]([OH:37])=[O:36])[CH:31]=[CH:32][CH:33]=1)[CH2:12][C:13]1[CH:18]=[CH:17][CH:16]=[C:15]([C:19]([F:22])([F:20])[F:21])[C:14]=1[Cl:23]. No catalyst specified. The yield is 0.620. The reactants are [CH3:1][O:2][C:3]1[CH:8]=[CH:7][CH:6]=[CH:5][C:4]=1[CH:9]([CH3:39])[CH2:10][N:11]([CH2:24][CH2:25][CH2:26][O:27][C:28]1[CH2:29][C:30](=[CH:34][C:35]([O:37]C)=[O:36])[CH:31]=[CH:32][CH:33]=1)[CH2:12][C:13]1[CH:18]=[CH:17][CH:16]=[C:15]([C:19]([F:22])([F:21])[F:20])[C:14]=1[Cl:23].ClC1C=CC=CC=1C(C)CN(CCCOC1CC(=CC(O)=O)C=CC=1)CC1C=CC=C(C(F)(F)F)C=1Cl.